This data is from Forward reaction prediction with 1.9M reactions from USPTO patents (1976-2016). The task is: Predict the product of the given reaction. (1) Given the reactants [C:1]([C:5]1[CH:10]=[CH:9][C:8]([C:11]2[N:16]=[C:15]([C:17]3[CH:22]=[CH:21][C:20]([C:23]([CH3:26])([CH3:25])[CH3:24])=[CH:19][CH:18]=3)[N:14]=[C:13]([C:27]3[CH:32]=[CH:31][C:30]([OH:33])=[CH:29][C:28]=3[OH:34])[N:12]=2)=[CH:7][CH:6]=1)([CH3:4])([CH3:3])[CH3:2].C(=O)([O-])[O-].[K+].[K+].[I-].[K+].Cl[CH2:44][C:45]([O:47][CH2:48][CH3:49])=[O:46], predict the reaction product. The product is: [C:23]([C:20]1[CH:21]=[CH:22][C:17]([C:15]2[N:16]=[C:11]([C:8]3[CH:7]=[CH:6][C:5]([C:1]([CH3:2])([CH3:3])[CH3:4])=[CH:10][CH:9]=3)[N:12]=[C:13]([C:27]3[CH:32]=[CH:31][C:30]([O:33][CH2:44][C:45]([O:47][CH2:48][CH3:49])=[O:46])=[CH:29][C:28]=3[OH:34])[N:14]=2)=[CH:18][CH:19]=1)([CH3:26])([CH3:25])[CH3:24]. (2) Given the reactants [CH2:1]([O:3][C:4](=[O:24])[CH:5]=[C:6]([C:13]1[CH:14]=[C:15]([O:22][CH3:23])[CH:16]=[C:17]2[C:21]=1[NH:20][CH:19]=[CH:18]2)[C:7]1[CH:12]=[CH:11][CH:10]=[CH:9][CH:8]=1)[CH3:2].N1C2C(=CC=CC=2C(C2C=CC=CC=2)CC(NC)=O)C=C1, predict the reaction product. The product is: [CH2:1]([O:3][C:4](=[O:24])[CH2:5][CH:6]([C:13]1[CH:14]=[C:15]([O:22][CH3:23])[CH:16]=[C:17]2[C:21]=1[NH:20][CH:19]=[CH:18]2)[C:7]1[CH:8]=[CH:9][CH:10]=[CH:11][CH:12]=1)[CH3:2].